This data is from Full USPTO retrosynthesis dataset with 1.9M reactions from patents (1976-2016). The task is: Predict the reactants needed to synthesize the given product. (1) Given the product [Cl:8][C:9]1[CH:14]=[CH:13][CH:12]=[CH:11][C:10]=1[C@@H:15]1[CH2:17][C@H:16]1[NH:18][C:19]([C@@H:21]1[CH2:26][C@@H:25]2[C@@H:23]([CH2:24]2)[N:22]1[C:40](=[O:41])[CH2:39][N:32]1[C:33]2[C:38](=[CH:37][CH:36]=[CH:35][CH:34]=2)[C:30]([C:27]([NH2:28])=[O:29])=[N:31]1)=[O:20], predict the reactants needed to synthesize it. The reactants are: FC(F)(F)C(O)=O.[Cl:8][C:9]1[CH:14]=[CH:13][CH:12]=[CH:11][C:10]=1[C@@H:15]1[CH2:17][C@H:16]1[NH:18][C:19]([C@@H:21]1[CH2:26][C@@H:25]2[C@@H:23]([CH2:24]2)[NH:22]1)=[O:20].[C:27]([C:30]1[C:38]2[C:33](=[CH:34][CH:35]=[CH:36][CH:37]=2)[N:32]([CH2:39][C:40](O)=[O:41])[N:31]=1)(=[O:29])[NH2:28].CN(C(ON1N=NC2C=CC=CC1=2)=[N+](C)C)C.F[P-](F)(F)(F)(F)F.CCN(C(C)C)C(C)C. (2) The reactants are: [CH:1]1([C@:4]2([C:27]#[N:28])[CH2:8][CH2:7][N:6]([C:9]3[CH:14]=[CH:13][N:12]=[C:11]([NH:15][C:16]4[CH:17]=[N:18][N:19]([C:21]([CH3:25])([CH3:24])[CH2:22][OH:23])[CH:20]=4)[N:10]=3)[C:5]2=[O:26])[CH2:3][CH2:2]1.[BH4-].[Na+].C(=O)([O-])O.[Na+].[C:36](O[C:36]([O:38][C:39]([CH3:42])([CH3:41])[CH3:40])=[O:37])([O:38][C:39]([CH3:42])([CH3:41])[CH3:40])=[O:37]. Given the product [C:39]([O:38][C:36](=[O:37])[NH:28][CH2:27][C@@:4]1([CH:1]2[CH2:3][CH2:2]2)[CH2:8][CH2:7][N:6]([C:9]2[CH:14]=[CH:13][N:12]=[C:11]([NH:15][C:16]3[CH:17]=[N:18][N:19]([C:21]([CH3:24])([CH3:25])[CH2:22][OH:23])[CH:20]=3)[N:10]=2)[C:5]1=[O:26])([CH3:42])([CH3:41])[CH3:40], predict the reactants needed to synthesize it. (3) Given the product [Br:26][C:24]1[N:25]=[C:20]([NH:3][C:2]([CH3:18])([C:4]2[CH:9]=[CH:8][CH:7]=[CH:6][C:5]=2[O:10][CH2:11][C:12]2[CH:17]=[CH:16][CH:15]=[CH:14][CH:13]=2)[CH3:1])[C:21](=[O:39])[N:22]([C:27]2[CH:28]=[C:29]([CH:34]=[C:35]([F:38])[C:36]=2[CH3:37])[C:30]([O:32][CH3:33])=[O:31])[CH:23]=1, predict the reactants needed to synthesize it. The reactants are: [CH3:1][C:2]([CH3:18])([C:4]1[CH:9]=[CH:8][CH:7]=[CH:6][C:5]=1[O:10][CH2:11][C:12]1[CH:17]=[CH:16][CH:15]=[CH:14][CH:13]=1)[NH2:3].Br[C:20]1[C:21](=[O:39])[N:22]([C:27]2[CH:28]=[C:29]([CH:34]=[C:35]([F:38])[C:36]=2[CH3:37])[C:30]([O:32][CH3:33])=[O:31])[CH:23]=[C:24]([Br:26])[N:25]=1.C(N(CC)C(C)C)(C)C. (4) The reactants are: CN1C2=N[CH:8]=[C:9]([CH2:11][N:12]3[CH:16]=[C:15]([C:17](O)=[O:18])[CH:14]=[N:13]3)[CH:10]=C2C=C1.[NH2:20][CH2:21][C:22]1[C:23]([CH3:37])=[CH:24][C:25]([NH:29][C:30](=[O:36])[O:31][C:32]([CH3:35])([CH3:34])[CH3:33])=[N:26][C:27]=1[CH3:28].C[CH2:39][N:40]([CH:44]([CH3:46])[CH3:45])[CH:41]([CH3:43])[CH3:42].CC(=O)OCC. Given the product [CH3:39][N:40]1[C:44]2[C:46](=[CH:10][C:9]([CH2:11][N:12]3[CH:16]=[C:15]([C:17]([NH:20][CH2:21][C:22]4[C:23]([CH3:37])=[CH:24][C:25]([NH:29][C:30](=[O:36])[O:31][C:32]([CH3:33])([CH3:34])[CH3:35])=[N:26][C:27]=4[CH3:28])=[O:18])[CH:14]=[N:13]3)=[CH:8][CH:45]=2)[CH:42]=[C:41]1[CH3:43], predict the reactants needed to synthesize it. (5) Given the product [CH3:26][O:25][C:20]1[CH:21]=[C:22]2[C:17](=[CH:18][CH:19]=1)[CH:16]=[C:15]([N:10]1[CH2:11][CH2:12][N:8]([C:3]3[CH:4]=[N:5][CH:6]=[CH:7][C:2]=3[CH3:1])[C:9]1=[O:13])[CH:24]=[CH:23]2, predict the reactants needed to synthesize it. The reactants are: [CH3:1][C:2]1[CH:7]=[CH:6][N:5]=[CH:4][C:3]=1[N:8]1[CH2:12][CH2:11][NH:10][C:9]1=[O:13].Br[C:15]1[CH:24]=[CH:23][C:22]2[C:17](=[CH:18][CH:19]=[C:20]([O:25][CH3:26])[CH:21]=2)[CH:16]=1.N[C@@H]1CCCC[C@H]1N.C(=O)([O-])[O-].[K+].[K+]. (6) Given the product [Cl:8][C:5]1[CH:6]=[CH:7][C:2]([NH:1][S:26]([C:21]2[CH:22]=[CH:23][C:24]([Cl:25])=[C:19]([Cl:18])[CH:20]=2)(=[O:28])=[O:27])=[C:3]([CH:9]([C:11]2[CH:16]=[CH:15][CH:14]=[CH:13][C:12]=2[Cl:17])[OH:10])[CH:4]=1, predict the reactants needed to synthesize it. The reactants are: [NH2:1][C:2]1[CH:7]=[CH:6][C:5]([Cl:8])=[CH:4][C:3]=1[CH:9]([C:11]1[CH:16]=[CH:15][CH:14]=[CH:13][C:12]=1[Cl:17])[OH:10].[Cl:18][C:19]1[CH:20]=[C:21]([S:26](Cl)(=[O:28])=[O:27])[CH:22]=[CH:23][C:24]=1[Cl:25].